Dataset: Forward reaction prediction with 1.9M reactions from USPTO patents (1976-2016). Task: Predict the product of the given reaction. Given the reactants [NH2:1][CH:2]1[CH:11]([CH2:12][C:13]2[CH:18]=[CH:17][CH:16]=[CH:15][CH:14]=2)[C:10]2[CH:9]=[C:8]([CH2:19][NH:20][S:21]([CH2:24][CH2:25][CH3:26])(=[O:23])=[O:22])[CH:7]=[CH:6][C:5]=2[CH2:4][CH2:3]1.[O:27]1[CH2:30][C:29](=O)[CH2:28]1.C[Si]([C:36]#[N:37])(C)C, predict the reaction product. The product is: [CH2:12]([CH:11]1[C:10]2[CH:9]=[C:8]([CH2:19][NH:20][S:21]([CH2:24][CH2:25][CH3:26])(=[O:23])=[O:22])[CH:7]=[CH:6][C:5]=2[CH2:4][CH2:3][CH:2]1[NH:1][C:29]1([C:36]#[N:37])[CH2:30][O:27][CH2:28]1)[C:13]1[CH:18]=[CH:17][CH:16]=[CH:15][CH:14]=1.